From a dataset of Reaction yield outcomes from USPTO patents with 853,638 reactions. Predict the reaction yield, written as a fraction of the theoretical maximum amount of product (1.0 means a 100% yield; for example, 0.34 means a 34% yield). (1) The reactants are Cl[C:2]1[N:3]([CH2:26][CH2:27][CH3:28])[C:4](=[O:25])[C:5]2[NH:6][C:7]([C:11]3[CH:12]=[N:13][N:14]([CH2:16][C:17]4[CH:22]=[CH:21][CH:20]=[C:19]([F:23])[C:18]=4[F:24])[CH:15]=3)=[N:8][C:9]=2[N:10]=1.C([O-])=O.[NH4+].CN(C=O)C. The catalyst is [Pd].O. The product is [F:24][C:18]1[C:19]([F:23])=[CH:20][CH:21]=[CH:22][C:17]=1[CH2:16][N:14]1[CH:15]=[C:11]([C:7]2[NH:6][C:5]3[C:4](=[O:25])[N:3]([CH2:26][CH2:27][CH3:28])[CH:2]=[N:10][C:9]=3[N:8]=2)[CH:12]=[N:13]1. The yield is 0.280. (2) The reactants are [NH2:1][C:2]([CH3:19])([CH2:5][O:6][C:7]1[C:8]([F:18])=[CH:9][C:10]2[CH2:14][O:13][B:12]([OH:15])[C:11]=2[C:16]=1[Cl:17])[C:3]#[N:4].[F:20][C:21]([F:33])([F:32])[O:22][C:23]1[CH:31]=[CH:30][C:26]([C:27](O)=[O:28])=[CH:25][CH:24]=1.CN(C(ON1N=NC2C=CC=NC1=2)=[N+](C)C)C.F[P-](F)(F)(F)(F)F.CCN(C(C)C)C(C)C. The catalyst is CN(C=O)C. The product is [Cl:17][C:16]1[C:11]2[B:12]([OH:15])[O:13][CH2:14][C:10]=2[CH:9]=[C:8]([F:18])[C:7]=1[O:6][CH2:5][C:2]([NH:1][C:27](=[O:28])[C:26]1[CH:30]=[CH:31][C:23]([O:22][C:21]([F:20])([F:32])[F:33])=[CH:24][CH:25]=1)([C:3]#[N:4])[CH3:19]. The yield is 0.240.